From a dataset of Merck oncology drug combination screen with 23,052 pairs across 39 cell lines. Regression. Given two drug SMILES strings and cell line genomic features, predict the synergy score measuring deviation from expected non-interaction effect. (1) Drug 1: C=CCn1c(=O)c2cnc(Nc3ccc(N4CCN(C)CC4)cc3)nc2n1-c1cccc(C(C)(C)O)n1. Drug 2: COC1=C2CC(C)CC(OC)C(O)C(C)C=C(C)C(OC(N)=O)C(OC)C=CC=C(C)C(=O)NC(=CC1=O)C2=O. Cell line: COLO320DM. Synergy scores: synergy=5.96. (2) Drug 1: COC1=C2CC(C)CC(OC)C(O)C(C)C=C(C)C(OC(N)=O)C(OC)C=CC=C(C)C(=O)NC(=CC1=O)C2=O. Drug 2: Cn1c(=O)n(-c2ccc(C(C)(C)C#N)cc2)c2c3cc(-c4cnc5ccccc5c4)ccc3ncc21. Cell line: UACC62. Synergy scores: synergy=29.8.